Dataset: Forward reaction prediction with 1.9M reactions from USPTO patents (1976-2016). Task: Predict the product of the given reaction. Given the reactants [CH3:1][S:2]([CH2:5][CH2:6][NH:7]C(=O)OC(C)(C)C)(=[O:4])=[O:3].[F:15][C:16]([F:21])([F:20])[C:17]([OH:19])=[O:18], predict the reaction product. The product is: [F:15][C:16]([F:21])([F:20])[C:17]([OH:19])=[O:18].[CH3:1][S:2]([CH2:5][CH2:6][NH2:7])(=[O:4])=[O:3].